Task: Predict the reactants needed to synthesize the given product.. Dataset: Full USPTO retrosynthesis dataset with 1.9M reactions from patents (1976-2016) Given the product [CH:4]1([C:8]2[C:13]([C:14]([OH:16])=[O:15])=[CH:12][N:11]=[C:10]([S:18][CH3:19])[N:9]=2)[CH2:5][CH2:6][CH2:7]1, predict the reactants needed to synthesize it. The reactants are: O.[OH-].[Li+].[CH:4]1([C:8]2[C:13]([C:14]([O:16]C)=[O:15])=[CH:12][N:11]=[C:10]([S:18][CH3:19])[N:9]=2)[CH2:7][CH2:6][CH2:5]1.